Dataset: Reaction yield outcomes from USPTO patents with 853,638 reactions. Task: Predict the reaction yield, written as a fraction of the theoretical maximum amount of product (1.0 means a 100% yield; for example, 0.34 means a 34% yield). (1) The reactants are [CH2:1]([C:3]1[CH:8]=[C:7]([F:9])[CH:6]=[CH:5][C:4]=1[OH:10])[CH3:2].C(N(CC)CC)C.Cl[C:19]([O:21][CH3:22])=[O:20]. The catalyst is CN(C1C=CN=CC=1)C.ClCCl. The product is [C:19](=[O:20])([O:21][CH3:22])[O:10][C:4]1[CH:5]=[CH:6][C:7]([F:9])=[CH:8][C:3]=1[CH2:1][CH3:2]. The yield is 0.850. (2) The reactants are Br[C:2]1[CH:11]=[CH:10][C:5]([C:6]([O:8][CH3:9])=[O:7])=[CH:4][C:3]=1[CH3:12].C([O-])([O-])=O.[Cs+].[Cs+].[NH:19]1[CH2:24][CH2:23][CH2:22][CH2:21][CH2:20]1. The catalyst is O1CCOCC1.C([O-])(=O)C.[Pd+2].C([O-])(=O)C.C1C=CC(P(C2C(C3C(P(C4C=CC=CC=4)C4C=CC=CC=4)=CC=C4C=3C=CC=C4)=C3C(C=CC=C3)=CC=2)C2C=CC=CC=2)=CC=1. The product is [CH3:12][C:3]1[CH:4]=[C:5]([CH:10]=[CH:11][C:2]=1[N:19]1[CH2:24][CH2:23][CH2:22][CH2:21][CH2:20]1)[C:6]([O:8][CH3:9])=[O:7]. The yield is 0.960. (3) The reactants are [CH3:1][O:2][C:3]1[CH:4]=[C:5]([NH:46][S:47]([CH3:50])(=[O:49])=[O:48])[CH:6]=[C:7]([C:9]2[C:17]3[C:16]([NH:18][C@H:19]([C:21]4[N:26]([C:27]5[CH:32]=[CH:31][CH:30]=[CH:29][CH:28]=5)[C:25](=[O:33])[C:24]5=[C:34]([CH3:37])[CH:35]=[CH:36][N:23]5[N:22]=4)[CH3:20])=[N:15][CH:14]=[N:13][C:12]=3[N:11](COCC[Si](C)(C)C)[CH:10]=2)[CH:8]=1.FC(F)(F)C(O)=O.N. No catalyst specified. The product is [CH3:1][O:2][C:3]1[CH:4]=[C:5]([NH:46][S:47]([CH3:50])(=[O:49])=[O:48])[CH:6]=[C:7]([C:9]2[C:17]3[C:16]([NH:18][C@H:19]([C:21]4[N:26]([C:27]5[CH:28]=[CH:29][CH:30]=[CH:31][CH:32]=5)[C:25](=[O:33])[C:24]5=[C:34]([CH3:37])[CH:35]=[CH:36][N:23]5[N:22]=4)[CH3:20])=[N:15][CH:14]=[N:13][C:12]=3[NH:11][CH:10]=2)[CH:8]=1. The yield is 0.870. (4) The reactants are [Cl:1][C:2]1[CH:3]=[C:4]([CH2:9][N:10]2[CH:14]=[C:13]([C:15]([O:17]CC)=[O:16])[CH:12]=[N:11]2)[CH:5]=[CH:6][C:7]=1[Cl:8].[OH-].[Na+]. The catalyst is C(O)C. The product is [Cl:1][C:2]1[CH:3]=[C:4]([CH2:9][N:10]2[CH:14]=[C:13]([C:15]([OH:17])=[O:16])[CH:12]=[N:11]2)[CH:5]=[CH:6][C:7]=1[Cl:8]. The yield is 0.950. (5) The reactants are C([O:3][C:4](=O)[CH2:5][C:6]1[CH:15]=[CH:14][C:13]2[C:8](=[CH:9][CH:10]=[C:11]([O:16][CH:17]3[CH2:22][CH2:21][CH:20]([C:23]([CH3:26])([CH3:25])[CH3:24])[CH2:19][CH2:18]3)[CH:12]=2)[CH:7]=1)C.[AlH4-].[Li+]. The catalyst is C1COCC1. The product is [C:23]([CH:20]1[CH2:21][CH2:22][CH:17]([O:16][C:11]2[CH:12]=[C:13]3[C:8](=[CH:9][CH:10]=2)[CH:7]=[C:6]([CH2:5][CH2:4][OH:3])[CH:15]=[CH:14]3)[CH2:18][CH2:19]1)([CH3:26])([CH3:24])[CH3:25]. The yield is 0.770. (6) The reactants are F[C:2]1[CH:3]=[C:4]([CH:8]=[CH:9][C:10]=1[N+:11]([O-:13])=[O:12])[C:5]([OH:7])=[O:6].[NH:14]1[CH2:19][CH2:18][CH2:17][CH2:16][CH2:15]1. The catalyst is CCO. The product is [N+:11]([C:10]1[CH:9]=[CH:8][C:4]([C:5]([OH:7])=[O:6])=[CH:3][C:2]=1[N:14]1[CH2:19][CH2:18][CH2:17][CH2:16][CH2:15]1)([O-:13])=[O:12]. The yield is 0.910. (7) The reactants are F[C:2]1[CH:17]=[C:16]([C:18]([F:21])([F:20])[F:19])[CH:15]=[CH:14][C:3]=1[C:4]([NH:6][C:7]1[CH:12]=[CH:11][NH:10][C:9](=[O:13])[CH:8]=1)=[O:5].[F:22][C:23]1[CH:28]=[CH:27][C:26]([OH:29])=[C:25]([CH3:30])[CH:24]=1.C([O-])([O-])=O.[Cs+].[Cs+].CN(C=O)C. The catalyst is O. The product is [F:22][C:23]1[CH:28]=[CH:27][C:26]([O:29][C:2]2[CH:17]=[C:16]([C:18]([F:21])([F:20])[F:19])[CH:15]=[CH:14][C:3]=2[C:4]([NH:6][C:7]2[CH:12]=[CH:11][NH:10][C:9](=[O:13])[CH:8]=2)=[O:5])=[C:25]([CH3:30])[CH:24]=1. The yield is 0.700.